From a dataset of Peptide-MHC class I binding affinity with 185,985 pairs from IEDB/IMGT. Regression. Given a peptide amino acid sequence and an MHC pseudo amino acid sequence, predict their binding affinity value. This is MHC class I binding data. (1) The peptide sequence is YLVAYQATL. The MHC is HLA-A02:03 with pseudo-sequence HLA-A02:03. The binding affinity (normalized) is 0.757. (2) The MHC is HLA-B14:02 with pseudo-sequence HLA-B14:02. The binding affinity (normalized) is 0.213. The peptide sequence is SPTPGPSNA.